From a dataset of Catalyst prediction with 721,799 reactions and 888 catalyst types from USPTO. Predict which catalyst facilitates the given reaction. (1) Reactant: C([Si]([O:8][C:9]1[CH:14]=[CH:13][CH:12]=[C:11](/[C:15](/[CH2:19][CH3:20])=[CH:16]/[C:17]#[CH:18])[CH:10]=1)(C)C)(C)(C)C.[F-].C([N+](CCCC)(CCCC)CCCC)CCC.[Cl-].[NH4+]. Product: [CH2:19](/[C:15](/[C:11]1[CH:10]=[C:9]([OH:8])[CH:14]=[CH:13][CH:12]=1)=[CH:16]\[C:17]#[CH:18])[CH3:20]. The catalyst class is: 1. (2) Reactant: [CH3:1][N:2]1[C:10]2[C:5](=[CH:6][C:7]([NH:11][C:12]([NH:14][C:15]3[CH:16]=[C:17]([CH:28]=[CH:29][CH:30]=3)[O:18][C:19]3[CH:24]=[CH:23][N:22]=[C:21]([C:25](O)=[O:26])[CH:20]=3)=[O:13])=[CH:8][CH:9]=2)[CH:4]=[N:3]1.[NH2:31][N:32]1[CH2:37][CH2:36][O:35][CH2:34][CH2:33]1.C1C=CC2N(O)N=NC=2C=1.CCN=C=NCCCN(C)C.CN1CCOCC1. Product: [CH3:1][N:2]1[C:10]2[C:5](=[CH:6][C:7]([NH:11][C:12]([NH:14][C:15]3[CH:16]=[C:17]([CH:28]=[CH:29][CH:30]=3)[O:18][C:19]3[CH:24]=[CH:23][N:22]=[C:21]([C:25]([NH:31][N:32]4[CH2:37][CH2:36][O:35][CH2:34][CH2:33]4)=[O:26])[CH:20]=3)=[O:13])=[CH:8][CH:9]=2)[CH:4]=[N:3]1. The catalyst class is: 3. (3) Reactant: [OH-].[Na+].C(OC([N:8]1[CH2:13][CH2:12][C:11]2[N:14]=[CH:15][S:16][C:10]=2[CH2:9]1)=O)C.[C:25](O[C:25]([O:27][C:28]([CH3:31])([CH3:30])[CH3:29])=[O:26])([O:27][C:28]([CH3:31])([CH3:30])[CH3:29])=[O:26].Cl. Product: [C:28]([O:27][C:25]([N:8]1[CH2:13][CH2:12][C:11]2[N:14]=[CH:15][S:16][C:10]=2[CH2:9]1)=[O:26])([CH3:29])([CH3:30])[CH3:31]. The catalyst class is: 4. (4) Reactant: C(OC([NH:11][C@H:12]1[CH2:17][CH2:16][N:15]([C:18]2[S:22][C:21]([CH3:23])=[C:20]([C:24]([O:26][CH3:27])=[O:25])[CH:19]=2)[CH2:14][C@H:13]1[O:28][CH3:29])=O)C1C=CC=CC=1.Br.C(O)(=O)C. Product: [NH2:11][C@H:12]1[CH2:17][CH2:16][N:15]([C:18]2[S:22][C:21]([CH3:23])=[C:20]([C:24]([O:26][CH3:27])=[O:25])[CH:19]=2)[CH2:14][C@H:13]1[O:28][CH3:29]. The catalyst class is: 342. (5) Reactant: [F:1][C:2]1[CH:3]=[CH:4][C:5]([O:18][CH3:19])=[C:6]([C:8]2[CH:13]=[CH:12][C:11]([CH:14]=O)=[CH:10][C:9]=2[O:16][CH3:17])[CH:7]=1.Cl.[O:21]([NH2:23])[CH3:22]. Product: [CH3:22][O:21][N:23]=[CH:14][C:11]1[CH:12]=[CH:13][C:8]([C:6]2[CH:7]=[C:2]([F:1])[CH:3]=[CH:4][C:5]=2[O:18][CH3:19])=[C:9]([O:16][CH3:17])[CH:10]=1. The catalyst class is: 17. (6) Reactant: F[C:2]1[C:7]([C:8]2[CH:13]=[CH:12][N:11]=[C:10]([C:14]([F:17])([F:16])[F:15])[CH:9]=2)=[CH:6][CH:5]=[CH:4][N:3]=1.[N:18]1[CH:23]=[CH:22][CH:21]=[CH:20][C:19]=1[NH:24][C:25]1[CH:30]=[CH:29][C:28]([OH:31])=[CH:27][CH:26]=1.C(=O)([O-])[O-].[Cs+].[Cs+]. The catalyst class is: 58. Product: [F:15][C:14]([F:17])([F:16])[C:10]1[CH:9]=[C:8]([C:7]2[C:2]([O:31][C:28]3[CH:27]=[CH:26][C:25]([NH:24][C:19]4[CH:20]=[CH:21][CH:22]=[CH:23][N:18]=4)=[CH:30][CH:29]=3)=[N:3][CH:4]=[CH:5][CH:6]=2)[CH:13]=[CH:12][N:11]=1.